From a dataset of Forward reaction prediction with 1.9M reactions from USPTO patents (1976-2016). Predict the product of the given reaction. (1) Given the reactants [N:1]1([CH:7]2[CH2:12][CH2:11][CH:10]([C:13]([OH:15])=[O:14])[CH2:9][CH2:8]2)[CH2:5][CH2:4][CH2:3][C:2]1=[O:6].S(=O)(=O)(O)O.[C:21](=O)(O)[O-].[Na+], predict the reaction product. The product is: [N:1]1([CH:7]2[CH2:8][CH2:9][CH:10]([C:13]([O:15][CH3:21])=[O:14])[CH2:11][CH2:12]2)[CH2:5][CH2:4][CH2:3][C:2]1=[O:6]. (2) Given the reactants Br[C:2]1[CH:7]=[C:6]([Cl:8])[CH:5]=[CH:4][C:3]=1[N:9]1[C:13]2=[N:14][C:15]3[C:20]([Cl:21])=[CH:19][CH:18]=[C:17]([CH:22]([CH2:25][CH3:26])[CH2:23][CH3:24])[C:16]=3[N:12]2[CH2:11][CH2:10]1.[Cu][C:28]#[N:29], predict the reaction product. The product is: [Cl:8][C:6]1[CH:5]=[CH:4][C:3]([N:9]2[C:13]3=[N:14][C:15]4[C:20]([Cl:21])=[CH:19][CH:18]=[C:17]([CH:22]([CH2:25][CH3:26])[CH2:23][CH3:24])[C:16]=4[N:12]3[CH2:11][CH2:10]2)=[C:2]([CH:7]=1)[C:28]#[N:29]. (3) Given the reactants [F:1][C:2]1[CH:19]=[C:18]([CH3:20])[CH:17]=[CH:16][C:3]=1[NH:4][C:5]1[C:6]([C:13]([OH:15])=O)=[CH:7][N:8]([CH3:12])[C:9](=[O:11])[CH:10]=1.C1N=CN(C(N2C=NC=C2)=O)C=1.[NH2:33][CH2:34][CH2:35][CH2:36][OH:37], predict the reaction product. The product is: [F:1][C:2]1[CH:19]=[C:18]([CH3:20])[CH:17]=[CH:16][C:3]=1[NH:4][C:5]1[C:6]([C:13]([NH:33][CH2:34][CH2:35][CH2:36][OH:37])=[O:15])=[CH:7][N:8]([CH3:12])[C:9](=[O:11])[CH:10]=1. (4) Given the reactants [CH3:1][O:2][CH2:3][CH2:4][O:5][C:6]1[CH:11]=[CH:10][C:9]([N+:12]([O-])=O)=[C:8]([N+:15]([O-])=O)[CH:7]=1.[O:18]=[C:19]1[CH2:27][C:26]2[C:21](=[CH:22][CH:23]=[C:24]([NH:28][C:29]([C:31]3[CH:38]=[CH:37][C:34]([CH:35]=O)=[CH:33][CH:32]=3)=[O:30])[CH:25]=2)[NH:20]1, predict the reaction product. The product is: [CH3:1][O:2][CH2:3][CH2:4][O:5][C:6]1[CH:11]=[CH:10][C:9]2[N:12]=[C:35]([C:34]3[CH:33]=[CH:32][C:31]([C:29]([NH:28][C:24]4[CH:25]=[C:26]5[C:21](=[CH:22][CH:23]=4)[NH:20][C:19](=[O:18])[CH2:27]5)=[O:30])=[CH:38][CH:37]=3)[NH:15][C:8]=2[CH:7]=1. (5) Given the reactants [F:1][C:2]1[CH:7]=[C:6]([CH2:8]O)[CH:5]=[C:4]([NH:10][CH2:11][C:12]2[CH:17]=[CH:16][C:15]([O:18][CH3:19])=[CH:14][CH:13]=2)[N:3]=1.C(N(CC)CC)C.CS(Cl)(=O)=O.[CH3:32][C:33]1[CH:34]=[C:35]([CH:49]=[C:50]([CH3:52])[CH:51]=1)[C:36]([C:38]1[NH:43][C:42](=[O:44])[NH:41][C:40](=[O:45])[C:39]=1[CH:46]([CH3:48])[CH3:47])=[O:37].C(=O)([O-])[O-].[K+].[K+].[I-].[Li+], predict the reaction product. The product is: [CH3:52][C:50]1[CH:49]=[C:35]([CH:34]=[C:33]([CH3:32])[CH:51]=1)[C:36]([C:38]1[N:43]([CH2:8][C:6]2[CH:5]=[C:4]([NH:10][CH2:11][C:12]3[CH:17]=[CH:16][C:15]([O:18][CH3:19])=[CH:14][CH:13]=3)[N:3]=[C:2]([F:1])[CH:7]=2)[C:42](=[O:44])[NH:41][C:40](=[O:45])[C:39]=1[CH:46]([CH3:48])[CH3:47])=[O:37]. (6) Given the reactants [Br:1][C:2]1[CH:3]=[N:4][C:5]2[N:6]([N:8]=[C:9]([C:11]([OH:13])=O)[CH:10]=2)[CH:7]=1.[CH3:14][N:15]1[C:24]2[C:19](=[CH:20][CH:21]=[CH:22][C:23]=2[NH:25][C:26](=[O:28])[CH3:27])[CH2:18][CH2:17][NH:16]1, predict the reaction product. The product is: [Br:1][C:2]1[CH:3]=[N:4][C:5]2[N:6]([N:8]=[C:9]([C:11]([N:16]3[CH2:17][CH2:18][C:19]4[C:24](=[C:23]([NH:25][C:26](=[O:28])[CH3:27])[CH:22]=[CH:21][CH:20]=4)[N:15]3[CH3:14])=[O:13])[CH:10]=2)[CH:7]=1. (7) Given the reactants [I-].[Na+].Cl[Si](C)(C)C.[CH3:8][O:9][C:10]1[C:11](=[O:26])[CH:12]=[N:13][N:14]([C:16]2[CH:21]=[CH:20][CH:19]=[C:18]([C:22]([F:25])([F:24])[F:23])[CH:17]=2)[CH:15]=1.[C:27](#[N:29])[CH3:28], predict the reaction product. The product is: [N:29]1[C:19]2[C:18](=[CH:17][CH:16]=[CH:21][CH:20]=2)[CH:22]=[CH:28][C:27]=1[CH2:8][O:9][C:10]1[C:11](=[O:26])[CH:12]=[N:13][N:14]([C:16]2[CH:21]=[CH:20][CH:19]=[C:18]([C:22]([F:25])([F:23])[F:24])[CH:17]=2)[CH:15]=1. (8) Given the reactants Cl[C:2]1[CH:7]=[CH:6][N+:5]([O-:8])=[CH:4][C:3]=1[CH3:9].[OH-].[Na+].[CH2:12]([OH:17])[CH2:13][CH2:14][CH2:15][CH3:16].Cl, predict the reaction product. The product is: [CH2:12]([O:17][C:2]1[CH:7]=[CH:6][N+:5]([O-:8])=[CH:4][C:3]=1[CH3:9])[CH2:13][CH2:14][CH2:15][CH3:16]. (9) Given the reactants C1(P(C2C=CC=CC=2)C2C=CC=CC=2)C=CC=CC=1.II.[Si:22]([O:29][C@H:30]([CH3:60])[C@@H:31]([NH:46][C:47]1[CH:52]=[CH:51][C:50]([C:53]#[N:54])=[C:49]([C:55]([F:58])([F:57])[F:56])[C:48]=1[CH3:59])[C:32]([NH:34][NH:35][C:36](=O)[C:37]1[CH:42]=[CH:41][C:40]([C:43]#[N:44])=[CH:39][CH:38]=1)=[O:33])([C:25]([CH3:28])([CH3:27])[CH3:26])([CH3:24])[CH3:23], predict the reaction product. The product is: [Si:22]([O:29][C@H:30]([CH3:60])[C@@H:31]([NH:46][C:47]1[CH:52]=[CH:51][C:50]([C:53]#[N:54])=[C:49]([C:55]([F:58])([F:56])[F:57])[C:48]=1[CH3:59])[C:32]1[O:33][C:36]([C:37]2[CH:42]=[CH:41][C:40]([C:43]#[N:44])=[CH:39][CH:38]=2)=[N:35][N:34]=1)([C:25]([CH3:26])([CH3:28])[CH3:27])([CH3:23])[CH3:24]. (10) Given the reactants Cl.[NH:2]1[C:6]2[CH:7]=[CH:8][C:9]([CH2:11][NH2:12])=[CH:10][C:5]=2[N:4]=[CH:3]1.[N:13]([C:16]1[CH:21]=[CH:20][C:19]([O:22][CH3:23])=[C:18]([O:24][CH3:25])[CH:17]=1)=[C:14]=[O:15].C(N(CC)CC)C, predict the reaction product. The product is: [NH:4]1[C:5]2[CH:10]=[C:9]([CH2:11][NH:12][C:14]([NH:13][C:16]3[CH:21]=[CH:20][C:19]([O:22][CH3:23])=[C:18]([O:24][CH3:25])[CH:17]=3)=[O:15])[CH:8]=[CH:7][C:6]=2[N:2]=[CH:3]1.